From a dataset of Reaction yield outcomes from USPTO patents with 853,638 reactions. Predict the reaction yield, written as a fraction of the theoretical maximum amount of product (1.0 means a 100% yield; for example, 0.34 means a 34% yield). (1) The reactants are C([O:3][C:4]([C:6]1[C:10]([CH3:11])=[CH:9][NH:8][C:7]=1[CH2:12][CH2:13][NH:14][CH2:15][C@@H:16]([OH:24])[CH2:17][N:18]1[CH2:23][CH2:22][O:21][CH2:20][CH2:19]1)=O)C.O.[OH-].[Li+]. No catalyst specified. The product is [OH:24][C@@H:16]([CH2:17][N:18]1[CH2:23][CH2:22][O:21][CH2:20][CH2:19]1)[CH2:15][N:14]1[CH2:13][CH2:12][C:7]2[NH:8][CH:9]=[C:10]([CH3:11])[C:6]=2[C:4]1=[O:3]. The yield is 0.339. (2) The reactants are C([O:3][CH2:4][CH2:5][O:6][NH:7][C:8]([C:10]1[CH:11]=[CH:12][C:13]2[N:14]([CH:25]=[N:26][CH:27]=2)[C:15]=1[NH:16][C:17]1[CH:22]=[CH:21][C:20]([Br:23])=[CH:19][C:18]=1[F:24])=[O:9])=C.Cl. The catalyst is CO. The product is [OH:3][CH2:4][CH2:5][O:6][NH:7][C:8]([C:10]1[CH:11]=[CH:12][C:13]2[N:14]([CH:25]=[N:26][CH:27]=2)[C:15]=1[NH:16][C:17]1[CH:22]=[CH:21][C:20]([Br:23])=[CH:19][C:18]=1[F:24])=[O:9]. The yield is 0.900. (3) The reactants are [NH2:1][C@H:2]1[CH2:6][N:5]([C:7]([O:9][C:10]([CH3:13])([CH3:12])[CH3:11])=[O:8])[CH2:4][C@H:3]1[C:14]([O:16][C:17]([CH3:20])([CH3:19])[CH3:18])=[O:15].CCN(C(C)C)C(C)C.[C:30](C1CC(=O)NC1=O)([O:32][CH2:33][C:34]1[CH:39]=[CH:38][CH:37]=[CH:36][CH:35]=1)=[O:31]. The catalyst is CN(C)C=O. The product is [CH2:33]([O:32][C:30]([NH:1][C@H:2]1[CH2:6][N:5]([C:7]([O:9][C:10]([CH3:13])([CH3:12])[CH3:11])=[O:8])[CH2:4][C@H:3]1[C:14]([O:16][C:17]([CH3:20])([CH3:19])[CH3:18])=[O:15])=[O:31])[C:34]1[CH:39]=[CH:38][CH:37]=[CH:36][CH:35]=1. The yield is 1.00. (4) The reactants are [OH:1][C:2]1[C:3]([C:16]([NH:18][CH:19]([C:21]2[CH:26]=[CH:25][CH:24]=[CH:23][CH:22]=2)[CH3:20])=[O:17])=[CH:4][N:5]([CH2:9][C:10]2[CH:15]=[CH:14][CH:13]=[CH:12][CH:11]=2)[C:6](=[O:8])[CH:7]=1.OC1C(C(OC)=O)=C[N:31](CC2C=CC=CC=2)[C:32](=[O:34])C=1.C1(C(N)C)C=CC=CC=1.[C:55]([O:58]CC)(=[O:57])[CH3:56]. No catalyst specified. The product is [OH:1][C:2]1[C:3]([C:16]([NH:18][CH:19]([C:21]2[CH:22]=[CH:23][CH:24]=[CH:25][CH:26]=2)[CH3:20])=[O:17])=[CH:4][N:5]([CH2:9][C:10]2[CH:15]=[CH:14][CH:13]=[CH:12][CH:11]=2)[C:6](=[O:8])[C:7]=1[C:32]([NH:31][CH2:56][C:55]([OH:58])=[O:57])=[O:34]. The yield is 0.350. (5) The reactants are [Cl:1][C:2]1[CH:7]=[CH:6][C:5]([C:8]2[O:12][N:11]=[CH:10][C:9]=2[CH2:13][CH2:14][C:15](OC)=[O:16])=[CH:4][C:3]=1[CH3:19].[H-].C([Al+]CC(C)C)C(C)C.O.Cl. The catalyst is O1CCCC1. The product is [Cl:1][C:2]1[CH:7]=[CH:6][C:5]([C:8]2[O:12][N:11]=[CH:10][C:9]=2[CH2:13][CH2:14][CH2:15][OH:16])=[CH:4][C:3]=1[CH3:19]. The yield is 0.720.